This data is from TAP: 5 developability metrics (CDR length, charge patches, hydrophobicity). The task is: Multi-output Regression. Predict 5 antibody developability metrics. The antibody is ["['QVQLQESGPGLVKPSETLSLTCTVSGFSLTSYIVDWIRQPPGKGLEWIGVIWAGGSTGYNSALRSRVSITKDTSKNQFSLKLSSVTAADTAVYYCASAAYYSYYNYDGFAYWGQGTLVTVSS'\\n 'DVVMTQSPLSLPVTLGQPASISCKSSQSLLYTDGKTYLYWFLQRPGQSPRRLIYLVSKLDSGVPDRFSGSGSGTDFTLKISRVEAEDVGVYYCLQSTHFPHTFGGGTKVEIK']"]. Developability metrics: CDR_Length=54.0, PSH=163, PPC=0.106, PNC=0.0939, SFvCSP=9.60.